Dataset: Peptide-MHC class I binding affinity with 185,985 pairs from IEDB/IMGT. Task: Regression. Given a peptide amino acid sequence and an MHC pseudo amino acid sequence, predict their binding affinity value. This is MHC class I binding data. The peptide sequence is FTARIIIFS. The MHC is HLA-B14:02 with pseudo-sequence HLA-B14:02. The binding affinity (normalized) is 0.213.